Dataset: Forward reaction prediction with 1.9M reactions from USPTO patents (1976-2016). Task: Predict the product of the given reaction. (1) Given the reactants [Br:1][C:2]1[CH:16]=[CH:15][C:14]([C:17]2[CH2:21][C:20]([C:26]3[CH:31]=[C:30]([Cl:32])[C:29]([Cl:33])=[C:28]([Cl:34])[CH:27]=3)([C:22]([F:25])([F:24])[F:23])[O:19][N:18]=2)=[CH:13][C:3]=1[CH2:4][NH:5]C(=O)OC(C)(C)C.C(O)(C(F)(F)F)=O, predict the reaction product. The product is: [Br:1][C:2]1[CH:16]=[CH:15][C:14]([C:17]2[CH2:21][C:20]([C:26]3[CH:31]=[C:30]([Cl:32])[C:29]([Cl:33])=[C:28]([Cl:34])[CH:27]=3)([C:22]([F:25])([F:23])[F:24])[O:19][N:18]=2)=[CH:13][C:3]=1[CH2:4][NH2:5]. (2) Given the reactants [OH:1][C@H:2]1[CH2:7][CH2:6][C@H:5]([O:8][C:9]2[C:14]([NH:15][C:16]3[C:17]4[C:24]([CH3:25])=[C:23]([C:26](O)=[O:27])[S:22][C:18]=4[N:19]=[CH:20][N:21]=3)=[CH:13][CH:12]=[CH:11][N:10]=2)[CH2:4][CH2:3]1.[CH3:29][N:30]([CH3:35])[CH2:31][CH2:32][CH2:33][NH2:34].CN(C(ON1N=NC2C=CC=CC1=2)=[N+](C)C)C.[B-](F)(F)(F)F, predict the reaction product. The product is: [CH3:29][N:30]([CH3:35])[CH2:31][CH2:32][CH2:33][NH:34][C:26]([C:23]1[S:22][C:18]2[N:19]=[CH:20][N:21]=[C:16]([NH:15][C:14]3[C:9]([O:8][C@H:5]4[CH2:4][CH2:3][C@H:2]([OH:1])[CH2:7][CH2:6]4)=[N:10][CH:11]=[CH:12][CH:13]=3)[C:17]=2[C:24]=1[CH3:25])=[O:27]. (3) Given the reactants Cl[CH2:2][C:3]([C:5]1[CH:6]=[CH:7][C:8]2[O:13][CH2:12][C:11](=[O:14])[NH:10][C:9]=2[CH:15]=1)=O.[C:16]([NH2:24])(=[O:23])[C:17]1[CH:22]=[CH:21][CH:20]=[CH:19][CH:18]=1, predict the reaction product. The product is: [C:17]1([C:16]2[O:23][CH:2]=[C:3]([C:5]3[CH:6]=[CH:7][C:8]4[O:13][CH2:12][C:11](=[O:14])[NH:10][C:9]=4[CH:15]=3)[N:24]=2)[CH:22]=[CH:21][CH:20]=[CH:19][CH:18]=1. (4) Given the reactants [CH3:1][O:2][C:3]1[C:7]([O:8][CH3:9])=[C:6](C(O)=O)[S:5][C:4]=1C(O)=O, predict the reaction product. The product is: [CH2:1]1[CH2:9][O:8][C:7]2[C:3](=[CH:4][S:5][CH:6]=2)[O:2]1. (5) Given the reactants [CH:1]1([CH:7]([C:9]2[C:10]([CH:24]3[CH2:26][CH2:25]3)=[N:11][N:12]([C:14]3[CH:19]=[CH:18][C:17]([C:20]([F:23])([F:22])[F:21])=[CH:16][N:15]=3)[CH:13]=2)O)[CH2:6][CH2:5][CH2:4][CH2:3][CH2:2]1.[NH2:27][C:28]1[CH:33]=[CH:32][C:31]([C:34]([NH:36][CH2:37][CH2:38][C:39]([O:41]CC)=[O:40])=[O:35])=[CH:30][CH:29]=1, predict the reaction product. The product is: [CH:1]1([CH:7]([NH:27][C:28]2[CH:29]=[CH:30][C:31]([C:34]([NH:36][CH2:37][CH2:38][C:39]([OH:41])=[O:40])=[O:35])=[CH:32][CH:33]=2)[C:9]2[C:10]([CH:24]3[CH2:26][CH2:25]3)=[N:11][N:12]([C:14]3[CH:19]=[CH:18][C:17]([C:20]([F:23])([F:22])[F:21])=[CH:16][N:15]=3)[CH:13]=2)[CH2:2][CH2:3][CH2:4][CH2:5][CH2:6]1.